Dataset: Drug-target binding data from BindingDB using IC50 measurements. Task: Regression. Given a target protein amino acid sequence and a drug SMILES string, predict the binding affinity score between them. We predict pIC50 (pIC50 = -log10(IC50 in M); higher means more potent). Dataset: bindingdb_ic50. (1) The small molecule is C[C@@H]1NC(=O)[C@@H]([C@@H](C)O)NC(=O)CNC(=O)[C@@H](Cc2cnc[nH]2)NC(=O)[C@H](Cc2c[nH]c3ccccc23)NC(=O)[C@@H](CC(N)=O)NC(=O)CNC(=O)C[C@H](C(=O)N[C@@H](Cc2c[nH]c3ccccc23)C(=O)N[C@@H](Cc2ccccc2)C(=O)N[C@@H](Cc2ccccc2)C(=O)N[C@@H](CC(N)=O)C(=O)N[C@@H](Cc2ccc(O)cc2)C(=O)N[C@@H](Cc2ccc(O)cc2)C(=O)N[C@H](Cc2ccc(O)cc2)C(=O)O)NC(=O)[C@H]2CCCN2C1=O. The target protein (P28088) has sequence MQPLPSLCGRALVALILACGVAGIQAEEREFPPAGATQPLPGTGEMMETPTETSWPGRSNASDPRSSATPQIPRGGRMAGIPPRTPPPCDGPIEIKETFKYINTVVSCLVFVLGIIGNSTLLRIIYKNKCMRNGPNILIASLALGDLLHIIIDIPINTYKLLAKDWPFGVEMCKLVPFIQKASVGITVLSLCALSIDRYRAVASWSRIKGIGVPKWTAVEIVLIWVVSVVLAVPEAVGFDIITSDHIGNKLRICLLHPTQKTAFMQFYKTAKDWWLFSFYFCLPLAITALFYTLMTCEMLRKKSGMQIALNDHLKQRREVAKTVFCLVLVFALCWLPLHLSRILKLTLYDQHDPRRCEFLSFLLVLDYIGINMASLNSCINPIALYLVSKRFKNCFKSCLCCWCQSFEEKQSLEEKQSCLKFKANDHGYDNFRSSNKYSSS. The pIC50 is 7.3. (2) The drug is c1ccc(CCNCc2cccc(COc3nn4c(C5CCCCC5)nnc4c4ccccc34)n2)cc1. The target protein (P54289) has sequence MAAGCLLALTLTLFQSLLIGPSSEEPFPSAVTIKSWVDKMQEDLVTLAKTASGVNQLVDIYEKYQDLYTVEPNNARQLVEIAARDIEKLLSNRSKALVRLALEAEKVQAAHQWREDFASNEVVYYNAKDDLDPEKNDSEPGSQRIKPVFIEDANFGRQISYQHAAVHIPTDIYEGSTIVLNELNWTSALDEVFKKNREEDPSLLWQVFGSATGLARYYPASPWVDNSRTPNKIDLYDVRRRPWYIQGAASPKDMLILVDVSGSVSGLTLKLIRTSVSEMLETLSDDDFVNVASFNSNAQDVSCFQHLVQANVRNKKVLKDAVNNITAKGITDYKKGFSFAFEQLLNYNVSRANCNKIIMLFTDGGEERAQEIFNKYNKDKKVRVFTFSVGQHNYDRGPIQWMACENKGYYYEIPSIGAIRINTQEYLDVLGRPMVLAGDKAKQVQWTNVYLDALELGLVITGTLPVFNITGQFENKTNLKNQLILGVMGVDVSLEDIKRL.... The pIC50 is 6.8. (3) The compound is Cc1cccc2[nH]c(=O)c(O)cc12. The target protein sequence is MRVAVIGAGVIGLSTALCIHERYHPAQPLHMKIYADRFTPFTTSDVAAGLWQPYLSDPSNPQEAEWNQQTFDHLQSCLHSPNAEKMGLALISGYNLFRDEVPDPFWKSTVLGFRKLTPSELDMFPDYSYGWFNTSLLLEGKSYLSWLTERLTERGVKFIHRKVASFEEVVRGGVDVIINCTGVWAGALQADASLQPGRGQIIQVEAPWIKHFILTHDPSLGIYNSPYIIPGSKTVTLGGVFQLGNWSELNSVHDHNTIWKSCCQLEPTLKNARIMGELTGFRPVRPQVRLERERLRFGSSSAEVIHNYGHGGYGLTIHWGCAMEAANLFGKILEEKNLSRMPPSHL. The pIC50 is 5.1. (4) The small molecule is O=C(Nc1cccc(Nc2ccc3c(c2)NC(=O)/C3=C\c2ccc[nH]2)c1)Nc1cccc(C(F)(F)F)c1. The target protein (Q62190) has sequence MGLPLPLLQSSLLLMLLLRLSAASTNLNWQCPRIPYAASRDFSVKYVVPSFSAGGRVQATAAYEDSTNSAVFVATRNHLHVLGPDLQFIENLTTGPIGNPGCQTCASCGPGPHGPPKDTDTLVLVMEPGLPALVSCGSTLQGRCFLHELEPRGKALHLAAPACLFSANNNKPEACTDCVASPLGTRVTVVEQGHASYFYVASSLDPELAASFSPRSVSIRRLKSDTSGFQPGFPSLSVLPKYLASYLIKYVYSFHSGDFVYFLTVQPISVTSPPSALHTRLVRLNAVEPEIGDYRELVLDCHFAPKRRRRGAPEGTQPYPVLQAAHSAPVDAKLAVELSISEGQEVLFGVFVTVKDGGSGMGPNSVVCAFPIYHLNILIEEGVEYCCHSSNSSSLLSRGLDFFQTPSFCPNPPGGEASGPSSRCHYFPLMVHASFTRVDLFNGLLGSVKVTALHVTRLGNVTVAHMGTVDGRVLQVEIARSLNYLLYVSNFSLGSSGQPV.... The pIC50 is 5.6. (5) The small molecule is COc1c(N2CCNC(C)C2)c(F)cc2c(=O)c(C(=O)O)cn(C3CC3)c12. The pIC50 is 5.0. The target protein (P9WG47) has sequence MTDTTLPPDDSLDRIEPVDIEQEMQRSYIDYAMSVIVGRALPEVRDGLKPVHRRVLYAMFDSGFRPDRSHAKSARSVAETMGNYHPHGDASIYDSLVRMAQPWSLRYPLVDGQGNFGSPGNDPPAAMRYTEARLTPLAMEMLREIDEETVDFIPNYDGRVQEPTVLPSRFPNLLANGSGGIAVGMATNIPPHNLRELADAVFWALENHDADEEETLAAVMGRVKGPDFPTAGLIVGSQGTADAYKTGRGSIRMRGVVEVEEDSRGRTSLVITELPYQVNHDNFITSIAEQVRDGKLAGISNIEDQSSDRVGLRIVIEIKRDAVAKVVINNLYKHTQLQTSFGANMLAIVDGVPRTLRLDQLIRYYVDHQLDVIVRRTTYRLRKANERAHILRGLVKALDALDEVIALIRASETVDIARAGLIELLDIDEIQAQAILDMQLRRLAALERQRIIDDLAKIEAEIADLEDILAKPERQRGIVRDELAEIVDRHGDDRRTRIIA.... (6) The compound is CNC(N)=NCCC[C@H](N)C(=O)O. The target protein sequence is MGNLKSVAQEPGPPCGLGLGLGLGLCGKQGPATPAPEPSRAPASLLPPAPEHSPPSSPLTQPPEGPKFPRVKNWEVGSITYDTLSAQAQQDGPCTPRRCLGSLVFPRKLQGRPSPGPPAPEQLLSQARDFINQYYSSIKRSGSQAHEQRLQEVEAEVAATGTYQLRESELVFGAKQAWRNAPRCVGRIQWGKLQVFDARDCRSAQEMFTYICNHIKYATNRGNLRSAITVFPQRCPGRGDFRIWNSQLVRYAGYRQQDGSVRGDPANVEITELCIQHGWTPGNGRFDVLPLLLQAPDEPPELFLLPPELVLEVPLEHPTLEWFAALGLRWYALPAVSNMLLEIGGLEFPAAPFSGWYMSTEIGTRNLCDPHRYNILEDVAVCMDLDTRTTSSLWKDKAAVEINVAVLHSYQLAKVTIVDHHAATASFMKHLENEQKARGGCPADWAWIVPPISGSLTPVFHQEMVNYFLSPAFRYQPDPWKGSAAKGTGITRKKTFKEVA.... The pIC50 is 5.5. (7) The small molecule is CN1CCC(N2CCN(C(=O)CCNC(=O)c3nc4ccccc4n3Cc3ccccc3)CC2)CC1. The target protein (Q3BCU0) has sequence MASWPPLQLQSSNQSQLFPQNATACDNAPEAWDLLHRVLPTFIISICSFGLLGNLFVLLVFLLPRRRLNVAEIYLANLAASDLVFVLGLPFWAENIWNQFNWPFGALLCRVINGIIKANLFISIFLVVAISQDRYCVLVHPMASRRRQRRRQARVTCVLIWVVGGLLSIPTFLLRSIQAVPDLNITACILLLPHEAWHFARIVELNILAFLLPLAAIIFFNYHILASLRGREEVSRTRCGGSKDSKTTALILTLVVAFLVCWAPYHFFAFLEFLFQVQAVRGCFWEDFIDLGLQLANFLAFTNSSLNPVIYVFAGRLFRTKVWELYKQCTPKSLAPISSSHRKEIFQLFWRN. The pIC50 is 6.2. (8) The target protein (P43115) has sequence MKETRGYGGDAPFCTRLNHSYTGMWAPERSAEARGNLTRPPGSGEDCGSVSVAFPITMLLTGFVGNALAMLLVSRSYRRRESKRKKSFLLCIGWLALTDLVGQLLTTPVVIVVYLSKQRWEHIDPSGRLCTFFGLTMTVFGLSSLFIASAMAVERALAIRAPHWYASHMKTRATRAVLLGVWLAVLAFALLPVLGVGQYTVQWPGTWCFISTGRGGNGTSSSHNWGNLFFASAFAFLGLLALTVTFSCNLATIKALVSRCRAKATASQSSAQWGRITTETAIQLMGIMCVLSVCWSPLLIMMLKMIFNQTSVEHCKTHTEKQKECNFFLIAVRLASLNQILDPWVYLLLRKILLRKFCQIRYHTNNYASSSTSLPCQCSSTLMWSDHLER. The pIC50 is 5.0. The drug is Cc1cn(Cc2ccccn2)c2c(/C=C/C(=O)NS(=O)(=O)c3cccs3)cccc12. (9) The small molecule is O=C(O)[C@H]1/C(=C/CO)O[C@@H]2CC(=O)N21. The target protein sequence is MRFKKISCLLLSPLFIFSTSIYAGNTPKDQEIKKLVDQNFKPLLEKYDVPGMAVGVIQNNKKYEMYYGLQSVQDKKAVNRSTIFELGSVSKLFTATAGGYAKNKGKISFDDTPGKYWKELKNTPIDQVNLLQLATYTSGNLALQFPDEVQTDQQVLTFFKDWQPKNPIGEYRQYSNPSIGLFGKVVALSMNKPFDQVLEKTIFPALGLKHSYVNVPKTQMQNYAFGYNQENQPIRVNPGPLDAPAYGVKSTLPDMLSFIHANLNPQKYPADIQRAINETHQGFYQVNTMYQALGWEEFSYPATLQTLLDSNSEQIVMKPNKVTAISKEPSVKMYHKTGSTNGFGTYVVFIPKENIGLVMLTNKRIPNEERIKAAYAVLDAIKK. The pIC50 is 2.7. (10) The small molecule is O=C(Nc1ccccc1F)c1ccc2ccccc2c1. The pIC50 is 3.7. The target protein sequence is MISKLKPQFMFLPKKHILSYCRKDVLNLFEQKFYYTSKRKESNNMKNESLLRLINYNRYYNKIDSNNYYNGGKILSNDRQYIYSPLCEYKKKINDISSYVSVPFKINIRNLGTSNFVNNKKDVLDNDYIYENIKKEKSKHKKIIFLLFVSLFGLYGFFESYNPEFFLYDIFLKFCLKYIDGEICADLFLLLGKYNILPYDTSNDSIYACTNIKHLDFINPFGVAAGFDKNGVCIDSILKLGFSFIEIGTITPRGQTGNAKPRIFRDVESRSIINSCGFNNMGCDKVTENLILFRKRQEEDKLLSKHIVGVSIGKNKDTVNIVDDLKYCINKIGRYADYIAINVSSPNTPGLRDNQEAGKLKNIILSVKEEIDNLEKNNIMNDESTYNEDNKIVEKKNNFNKNNSHMMKDAKDNFLWFNTTKKKPLVFVKLAPDLNQEQKKEIADVLLETNIDGMIISNTTTQINDIKSFENKKGGVSGAKLKDISTKFICEMYNYTNKQI....